The task is: Regression. Given two drug SMILES strings and cell line genomic features, predict the synergy score measuring deviation from expected non-interaction effect.. This data is from NCI-60 drug combinations with 297,098 pairs across 59 cell lines. (1) Drug 1: CC(CN1CC(=O)NC(=O)C1)N2CC(=O)NC(=O)C2. Drug 2: C1=NC(=NC(=O)N1C2C(C(C(O2)CO)O)O)N. Cell line: HL-60(TB). Synergy scores: CSS=56.9, Synergy_ZIP=-4.50, Synergy_Bliss=-4.26, Synergy_Loewe=-5.15, Synergy_HSA=-4.43. (2) Drug 1: C1C(C(OC1N2C=NC3=C(N=C(N=C32)Cl)N)CO)O. Drug 2: CC(C)CN1C=NC2=C1C3=CC=CC=C3N=C2N. Cell line: MCF7. Synergy scores: CSS=-4.77, Synergy_ZIP=2.96, Synergy_Bliss=0.756, Synergy_Loewe=-3.80, Synergy_HSA=-5.66. (3) Drug 1: CC12CCC3C(C1CCC2=O)CC(=C)C4=CC(=O)C=CC34C. Drug 2: CC(C)CN1C=NC2=C1C3=CC=CC=C3N=C2N. Cell line: U251. Synergy scores: CSS=56.7, Synergy_ZIP=0.794, Synergy_Bliss=1.19, Synergy_Loewe=0.582, Synergy_HSA=0.0893. (4) Drug 2: C(CCl)NC(=O)N(CCCl)N=O. Drug 1: CN(CC1=CN=C2C(=N1)C(=NC(=N2)N)N)C3=CC=C(C=C3)C(=O)NC(CCC(=O)O)C(=O)O. Cell line: KM12. Synergy scores: CSS=42.0, Synergy_ZIP=-6.46, Synergy_Bliss=-4.91, Synergy_Loewe=-34.6, Synergy_HSA=-4.28. (5) Drug 1: CC12CCC(CC1=CCC3C2CCC4(C3CC=C4C5=CN=CC=C5)C)O. Drug 2: C1CN1P(=S)(N2CC2)N3CC3. Cell line: DU-145. Synergy scores: CSS=24.1, Synergy_ZIP=-10.4, Synergy_Bliss=-8.14, Synergy_Loewe=-15.4, Synergy_HSA=-9.05. (6) Drug 1: CC1C(C(CC(O1)OC2CC(OC(C2O)C)OC3=CC4=CC5=C(C(=O)C(C(C5)C(C(=O)C(C(C)O)O)OC)OC6CC(C(C(O6)C)O)OC7CC(C(C(O7)C)O)OC8CC(C(C(O8)C)O)(C)O)C(=C4C(=C3C)O)O)O)O. Drug 2: C#CCC(CC1=CN=C2C(=N1)C(=NC(=N2)N)N)C3=CC=C(C=C3)C(=O)NC(CCC(=O)O)C(=O)O. Cell line: OVCAR3. Synergy scores: CSS=24.8, Synergy_ZIP=0.723, Synergy_Bliss=0.204, Synergy_Loewe=-0.914, Synergy_HSA=-2.11.